This data is from Catalyst prediction with 721,799 reactions and 888 catalyst types from USPTO. The task is: Predict which catalyst facilitates the given reaction. (1) Reactant: C1(C)C=CC(S(O[CH2:11][CH:12]2[CH2:21][N:20]3[C:16](=[N:17][C:18]4[C:25]([CH3:26])=[CH:24][CH:23]=[CH:22][C:19]=43)[C:15]3[CH:27]=C[CH:29]=[C:30]([Cl:31])[C:14]=3[O:13]2)(=O)=O)=CC=1.[H-].[H-].[H-].[H-].[Li+].[Al+3]. Product: [Cl:31][C:30]([C:14]1[O:13][CH:12]([CH3:11])[CH2:21][N:20]2[C:16](=[N:17][C:18]3[C:25]([CH3:26])=[CH:24][CH:23]=[CH:22][C:19]=32)[C:15]=1[CH3:27])=[CH2:29]. The catalyst class is: 1. (2) Reactant: [N:1]1[N:2]2[CH2:13][CH2:12][CH2:11][C:3]2=[CH:4][C:5]=1[C:6]([O:8]CC)=[O:7].[OH-].[Na+].Cl. Product: [N:1]1[N:2]2[CH2:13][CH2:12][CH2:11][C:3]2=[CH:4][C:5]=1[C:6]([OH:8])=[O:7]. The catalyst class is: 12. (3) Reactant: [Cl:1][C:2]1[CH:16]=[CH:15][C:5]([CH2:6][N:7]2[CH:12]=[C:11](Br)[CH:10]=[CH:9][C:8]2=[O:14])=[CH:4][CH:3]=1.[OH:17][CH2:18][CH2:19][CH2:20][C:21]1[CH:26]=[CH:25][C:24](B(O)O)=[CH:23][CH:22]=1. Product: [Cl:1][C:2]1[CH:16]=[CH:15][C:5]([CH2:6][N:7]2[CH:12]=[C:11]([C:24]3[CH:25]=[CH:26][C:21]([CH2:20][CH2:19][CH2:18][OH:17])=[CH:22][CH:23]=3)[CH:10]=[CH:9][C:8]2=[O:14])=[CH:4][CH:3]=1. The catalyst class is: 752.